From a dataset of NCI-60 drug combinations with 297,098 pairs across 59 cell lines. Regression. Given two drug SMILES strings and cell line genomic features, predict the synergy score measuring deviation from expected non-interaction effect. (1) Drug 1: CCC1(CC2CC(C3=C(CCN(C2)C1)C4=CC=CC=C4N3)(C5=C(C=C6C(=C5)C78CCN9C7C(C=CC9)(C(C(C8N6C)(C(=O)OC)O)OC(=O)C)CC)OC)C(=O)OC)O.OS(=O)(=O)O. Drug 2: CS(=O)(=O)OCCCCOS(=O)(=O)C. Cell line: SK-OV-3. Synergy scores: CSS=8.18, Synergy_ZIP=-5.63, Synergy_Bliss=-6.31, Synergy_Loewe=-28.3, Synergy_HSA=-6.67. (2) Drug 1: CN1CCC(CC1)COC2=C(C=C3C(=C2)N=CN=C3NC4=C(C=C(C=C4)Br)F)OC. Drug 2: CCC1(CC2CC(C3=C(CCN(C2)C1)C4=CC=CC=C4N3)(C5=C(C=C6C(=C5)C78CCN9C7C(C=CC9)(C(C(C8N6C=O)(C(=O)OC)O)OC(=O)C)CC)OC)C(=O)OC)O.OS(=O)(=O)O. Cell line: UACC62. Synergy scores: CSS=35.9, Synergy_ZIP=8.35, Synergy_Bliss=10.8, Synergy_Loewe=4.47, Synergy_HSA=10.8. (3) Drug 1: CC1C(C(=O)NC(C(=O)N2CCCC2C(=O)N(CC(=O)N(C(C(=O)O1)C(C)C)C)C)C(C)C)NC(=O)C3=C4C(=C(C=C3)C)OC5=C(C(=O)C(=C(C5=N4)C(=O)NC6C(OC(=O)C(N(C(=O)CN(C(=O)C7CCCN7C(=O)C(NC6=O)C(C)C)C)C)C(C)C)C)N)C. Drug 2: C1=CC=C(C=C1)NC(=O)CCCCCCC(=O)NO. Cell line: HCC-2998. Synergy scores: CSS=26.5, Synergy_ZIP=-5.64, Synergy_Bliss=-4.99, Synergy_Loewe=-5.87, Synergy_HSA=-3.16. (4) Drug 1: CN1CCC(CC1)COC2=C(C=C3C(=C2)N=CN=C3NC4=C(C=C(C=C4)Br)F)OC. Drug 2: CCC(=C(C1=CC=CC=C1)C2=CC=C(C=C2)OCCN(C)C)C3=CC=CC=C3.C(C(=O)O)C(CC(=O)O)(C(=O)O)O. Cell line: PC-3. Synergy scores: CSS=6.43, Synergy_ZIP=-3.81, Synergy_Bliss=0.668, Synergy_Loewe=-2.86, Synergy_HSA=1.61. (5) Drug 1: CC1=C(C=C(C=C1)NC(=O)C2=CC=C(C=C2)CN3CCN(CC3)C)NC4=NC=CC(=N4)C5=CN=CC=C5. Cell line: A498. Drug 2: CN1C2=C(C=C(C=C2)N(CCCl)CCCl)N=C1CCCC(=O)O.Cl. Synergy scores: CSS=-9.75, Synergy_ZIP=5.24, Synergy_Bliss=3.18, Synergy_Loewe=-6.43, Synergy_HSA=-5.75. (6) Drug 1: C1=CC(=CC=C1CCC2=CNC3=C2C(=O)NC(=N3)N)C(=O)NC(CCC(=O)O)C(=O)O. Drug 2: CN(CC1=CN=C2C(=N1)C(=NC(=N2)N)N)C3=CC=C(C=C3)C(=O)NC(CCC(=O)O)C(=O)O. Cell line: U251. Synergy scores: CSS=51.6, Synergy_ZIP=-3.01, Synergy_Bliss=-2.03, Synergy_Loewe=-1.68, Synergy_HSA=2.80.